This data is from Catalyst prediction with 721,799 reactions and 888 catalyst types from USPTO. The task is: Predict which catalyst facilitates the given reaction. (1) Reactant: Br[C:2]1[CH:3]=[CH:4][C:5]2[O:9][CH:8]=[N:7][C:6]=2[CH:10]=1.[B:11]1([B:11]2[O:15][C:14]([CH3:17])([CH3:16])[C:13]([CH3:19])([CH3:18])[O:12]2)[O:15][C:14]([CH3:17])([CH3:16])[C:13]([CH3:19])([CH3:18])[O:12]1.CC([O-])=O.[K+]. Product: [CH3:18][C:13]1([CH3:19])[C:14]([CH3:17])([CH3:16])[O:15][B:11]([C:2]2[CH:3]=[CH:4][C:5]3[O:9][CH:8]=[N:7][C:6]=3[CH:10]=2)[O:12]1. The catalyst class is: 151. (2) Reactant: [CH3:1][N:2]([C:11]1[CH:12]=[CH:13][CH:14]=[C:15]2[C:19]=1[NH:18][C:17]([C:20]1[S:21][C:22]3([CH2:29][CH2:28][NH:27][CH2:26][CH2:25]3)[CH2:23][N:24]=1)=[CH:16]2)[S:3]([C:6]1[S:7][CH:8]=[CH:9][CH:10]=1)(=[O:5])=[O:4].[CH3:30][S:31](Cl)(=[O:33])=[O:32].C(N(CC)CC)C. Product: [CH3:1][N:2]([C:11]1[CH:12]=[CH:13][CH:14]=[C:15]2[C:19]=1[NH:18][C:17]([C:20]1[S:21][C:22]3([CH2:29][CH2:28][N:27]([S:31]([CH3:30])(=[O:33])=[O:32])[CH2:26][CH2:25]3)[CH2:23][N:24]=1)=[CH:16]2)[S:3]([C:6]1[S:7][CH:8]=[CH:9][CH:10]=1)(=[O:4])=[O:5]. The catalyst class is: 7. (3) Reactant: [N+:1]([C:4]1[CH:5]=[C:6]([C:10]2[C:11]3[C:18]([C:19]([OH:21])=O)=[CH:17][N:16]([CH2:22][O:23][CH2:24][CH2:25][Si:26]([CH3:29])([CH3:28])[CH3:27])[C:12]=3[N:13]=[CH:14][N:15]=2)[CH:7]=[CH:8][CH:9]=1)([O-:3])=[O:2].[NH2:30][CH2:31][CH:32]([OH:34])[CH3:33].CCN=C=NCCCN(C)C.C1C=CC2N(O)N=NC=2C=1.CCN(C(C)C)C(C)C. Product: [OH:34][CH:32]([CH3:33])[CH2:31][NH:30][C:19]([C:18]1[C:11]2[C:10]([C:6]3[CH:7]=[CH:8][CH:9]=[C:4]([N+:1]([O-:3])=[O:2])[CH:5]=3)=[N:15][CH:14]=[N:13][C:12]=2[N:16]([CH2:22][O:23][CH2:24][CH2:25][Si:26]([CH3:28])([CH3:27])[CH3:29])[CH:17]=1)=[O:21]. The catalyst class is: 1. (4) Reactant: CO[Na].[CH:4](=[NH:6])[NH2:5].[Cl:7][CH:8]([C:14](=O)[CH3:15])[C:9](OCC)=[O:10]. Product: [OH:10][C:9]1[C:8]([Cl:7])=[C:14]([CH3:15])[N:5]=[CH:4][N:6]=1. The catalyst class is: 5. (5) Reactant: O.C(=O)([O-])O.[Na+].Cl.Cl.[CH2:9]([N:16]1[CH2:23][CH:22]2[O:24][CH:18]([CH2:19][NH:20][CH2:21]2)[CH2:17]1)[C:10]1[CH:15]=[CH:14][CH:13]=[CH:12][CH:11]=1.[C:25](O[C:25]([O:27][C:28]([CH3:31])([CH3:30])[CH3:29])=[O:26])([O:27][C:28]([CH3:31])([CH3:30])[CH3:29])=[O:26]. Product: [CH2:9]([N:16]1[CH2:23][CH:22]2[O:24][CH:18]([CH2:19][N:20]([C:25]([O:27][C:28]([CH3:31])([CH3:30])[CH3:29])=[O:26])[CH2:21]2)[CH2:17]1)[C:10]1[CH:11]=[CH:12][CH:13]=[CH:14][CH:15]=1. The catalyst class is: 4. (6) Reactant: Br[C:2]1[S:3][C:4]([CH2:13][CH3:14])=[C:5]([C:7]2[CH:12]=[CH:11][CH:10]=[CH:9][CH:8]=2)[N:6]=1.[N:15]1([C:21]([O:23][C:24]([CH3:27])([CH3:26])[CH3:25])=[O:22])[CH2:20][CH2:19][NH:18][CH2:17][CH2:16]1.C(=O)([O-])[O-].[K+].[K+].O. Product: [CH2:13]([C:4]1[S:3][C:2]([N:18]2[CH2:17][CH2:16][N:15]([C:21]([O:23][C:24]([CH3:27])([CH3:26])[CH3:25])=[O:22])[CH2:20][CH2:19]2)=[N:6][C:5]=1[C:7]1[CH:12]=[CH:11][CH:10]=[CH:9][CH:8]=1)[CH3:14]. The catalyst class is: 9.